From a dataset of Full USPTO retrosynthesis dataset with 1.9M reactions from patents (1976-2016). Predict the reactants needed to synthesize the given product. Given the product [C:17]([O:16][C@@H:10]([C:4]1[C:5]([CH3:9])=[N:6][C:7]([CH3:8])=[C:2]([C:40]2[CH:39]=[CH:38][C:37]([O:36][CH2:35][C:32]3[CH:33]=[CH:34][N:29]=[CH:30][CH:31]=3)=[CH:42][CH:41]=2)[C:3]=1[N:21]1[CH2:26][CH2:25][C:24]([CH3:28])([CH3:27])[CH2:23][CH2:22]1)[C:11]([O:13][CH2:14][CH3:15])=[O:12])([CH3:20])([CH3:19])[CH3:18], predict the reactants needed to synthesize it. The reactants are: Br[C:2]1[C:3]([N:21]2[CH2:26][CH2:25][C:24]([CH3:28])([CH3:27])[CH2:23][CH2:22]2)=[C:4]([C@H:10]([O:16][C:17]([CH3:20])([CH3:19])[CH3:18])[C:11]([O:13][CH2:14][CH3:15])=[O:12])[C:5]([CH3:9])=[N:6][C:7]=1[CH3:8].[N:29]1[CH:34]=[CH:33][C:32]([CH2:35][O:36][C:37]2[CH:42]=[CH:41][C:40](B(O)O)=[CH:39][CH:38]=2)=[CH:31][CH:30]=1.C([O-])([O-])=O.[Na+].[Na+].